This data is from Catalyst prediction with 721,799 reactions and 888 catalyst types from USPTO. The task is: Predict which catalyst facilitates the given reaction. (1) Reactant: [O:1]=[C:2]1[C:10]2[C:5](=[CH:6][CH:7]=[CH:8][CH:9]=2)[C:4](=[O:11])[N:3]1[CH2:12][CH2:13][CH2:14][CH2:15][CH2:16][C:17]([OH:19])=[O:18].C(N=C=NC(C)C)(C)C.[F:29][C:30]1[C:35](O)=[C:34]([F:37])[C:33]([F:38])=[C:32]([F:39])[C:31]=1[F:40]. Product: [F:29][C:30]1[C:35]([O:18][C:17](=[O:19])[CH2:16][CH2:15][CH2:14][CH2:13][CH2:12][N:3]2[C:4](=[O:11])[C:5]3[C:10](=[CH:9][CH:8]=[CH:7][CH:6]=3)[C:2]2=[O:1])=[C:34]([F:37])[C:33]([F:38])=[C:32]([F:39])[C:31]=1[F:40]. The catalyst class is: 4. (2) Reactant: [SH:1][C:2]1[CH:9]=[CH:8][CH:7]=[CH:6][C:3]=1[CH2:4][OH:5].S[CH:11]([OH:18])[C:12]1[CH:17]=[CH:16][CH:15]=[CH:14][CH:13]=1.Cl.[CH2:20](N(CC)CC)[CH3:21]. Product: [CH2:20]([C:12]([CH2:13][S:1][C:2]1[CH:9]=[CH:8][CH:7]=[CH:6][C:3]=1[CH2:4][OH:5])([CH:17]=[CH:16][CH2:15][CH3:14])[CH:11]=[O:18])[CH3:21]. The catalyst class is: 270. (3) Reactant: [CH3:1][O:2][C:3]1[CH:8]=[CH:7][C:6]([NH:9][CH:10]=[C:11]([C:17]([O:19]CC)=O)[C:12]([O:14][CH2:15][CH3:16])=[O:13])=[CH:5][C:4]=1[CH3:22].CCCCCC. Product: [CH3:1][O:2][C:3]1[CH:8]=[C:7]2[C:6](=[CH:5][C:4]=1[CH3:22])[NH:9][CH:10]=[C:11]([C:12]([O:14][CH2:15][CH3:16])=[O:13])[C:17]2=[O:19]. The catalyst class is: 400. (4) Reactant: [CH:1]([C:3]1[C:7]2[NH:8][C:9]([C:11]([O:13][CH2:14][CH3:15])=[O:12])=[CH:10][C:6]=2[O:5][CH:4]=1)=[CH2:2]. Product: [CH2:1]([C:3]1[C:7]2[NH:8][C:9]([C:11]([O:13][CH2:14][CH3:15])=[O:12])=[CH:10][C:6]=2[O:5][CH:4]=1)[CH3:2]. The catalyst class is: 99.